This data is from NCI-60 drug combinations with 297,098 pairs across 59 cell lines. The task is: Regression. Given two drug SMILES strings and cell line genomic features, predict the synergy score measuring deviation from expected non-interaction effect. Drug 1: C1CN1C2=NC(=NC(=N2)N3CC3)N4CC4. Synergy scores: CSS=47.1, Synergy_ZIP=4.27, Synergy_Bliss=1.72, Synergy_Loewe=-47.3, Synergy_HSA=2.19. Cell line: SN12C. Drug 2: C(CN)CNCCSP(=O)(O)O.